This data is from Catalyst prediction with 721,799 reactions and 888 catalyst types from USPTO. The task is: Predict which catalyst facilitates the given reaction. (1) Reactant: [NH2:1][S:2]([C:5]1[CH:10]=[CH:9][C:8]([N:11]2[C:15]([C:16]3[CH:21]=[CH:20][C:19]([Cl:22])=[CH:18][CH:17]=3)=[CH:14][C:13]([C:23]([O:25][CH3:26])=[O:24])=[N:12]2)=[CH:7][CH:6]=1)(=[O:4])=[O:3].[CH3:27]C[O-].[Na+].CCO.O. Product: [NH2:1][S:2]([C:5]1[CH:10]=[CH:9][C:8]([N:11]2[C:15]([C:16]3[CH:21]=[CH:20][C:19]([Cl:22])=[CH:18][CH:17]=3)=[CH:14][C:13]([C:23]([O:25][CH2:26][CH3:27])=[O:24])=[N:12]2)=[CH:7][CH:6]=1)(=[O:4])=[O:3]. The catalyst class is: 8. (2) Reactant: [O:1]=[C:2]1[O:6][N:5]=[C:4]([C:7]2[CH:12]=[CH:11][C:10]([NH:13]C(=O)C)=[C:9]([O:17][C:18]([F:21])([F:20])[F:19])[CH:8]=2)[NH:3]1.CO.[ClH:24]. Product: [ClH:24].[NH2:13][C:10]1[CH:11]=[CH:12][C:7]([C:4]2[NH:3][C:2](=[O:1])[O:6][N:5]=2)=[CH:8][C:9]=1[O:17][C:18]([F:19])([F:21])[F:20]. The catalyst class is: 12. (3) Product: [OH:35][C@H:36]([C:47]1[CH:56]=[CH:55][C:50]2[C:51](=[O:54])[O:52][CH2:53][C:49]=2[C:48]=1[CH3:57])[CH2:37][N:38]1[CH2:46][CH:45]2[CH:40]([CH2:41][N:42]([C:9]([C:6]3[N:7]=[CH:8][C:3]([C:1]#[N:2])=[CH:4][CH:5]=3)=[O:11])[CH2:43][CH2:44]2)[CH2:39]1. The catalyst class is: 623. Reactant: [C:1]([C:3]1[CH:4]=[CH:5][C:6]([C:9]([OH:11])=O)=[N:7][CH:8]=1)#[N:2].CN(C(ON1N=NC2C=CC=CC1=2)=[N+](C)C)C.[B-](F)(F)(F)F.Cl.[OH:35][C@H:36]([C:47]1[CH:56]=[CH:55][C:50]2[C:51](=[O:54])[O:52][CH2:53][C:49]=2[C:48]=1[CH3:57])[CH2:37][N:38]1[CH2:46][CH:45]2[CH:40]([CH2:41][NH:42][CH2:43][CH2:44]2)[CH2:39]1.CCN(C(C)C)C(C)C. (4) Reactant: [NH:1]1[CH2:6][CH2:5][CH:4]([O:7][C:8]2[CH:9]=[C:10]3[C:14](=[CH:15][CH:16]=2)[NH:13][N:12]=[CH:11]3)[CH2:3][CH2:2]1.Br[CH2:18][CH2:19][O:20][CH3:21].C(=O)([O-])[O-].[K+].[K+].C(=O)([O-])O.[Na+]. Product: [CH3:21][O:20][CH2:19][CH2:18][N:1]1[CH2:2][CH2:3][CH:4]([O:7][C:8]2[CH:9]=[C:10]3[C:14](=[CH:15][CH:16]=2)[NH:13][N:12]=[CH:11]3)[CH2:5][CH2:6]1. The catalyst class is: 9. (5) Reactant: [N:1]1([C:7]([O:9][C:10]([CH3:13])([CH3:12])[CH3:11])=[O:8])[CH2:6][CH2:5][NH:4][CH2:3][CH2:2]1.[O-:14][C:15]#[N:16].[K+]. Product: [C:15]([N:4]1[CH2:5][CH2:6][N:1]([C:7]([O:9][C:10]([CH3:13])([CH3:12])[CH3:11])=[O:8])[CH2:2][CH2:3]1)(=[O:14])[NH2:16]. The catalyst class is: 86. (6) Reactant: C(=O)([O-])[O-].[K+].[K+].[CH3:7][O:8][C:9]1[CH:10]=[C:11]([C:18]2[CH2:23][NH:22][CH2:21][CH2:20][CH:19]=2)[CH:12]=[CH:13][C:14]=1[N+:15]([O-:17])=[O:16].I[CH:25]([CH3:27])[CH3:26]. Product: [CH3:26][CH:25]([N:22]1[CH2:23][C:18]([C:11]2[CH:12]=[CH:13][C:14]([N+:15]([O-:17])=[O:16])=[C:9]([O:8][CH3:7])[CH:10]=2)=[CH:19][CH2:20][CH2:21]1)[CH3:27]. The catalyst class is: 10. (7) Reactant: [Si:1]([O:8][CH:9]1[CH2:12][N:11]([C:13]([C:15]2[S:23][C:22]3[C:17](=[N:18][CH:19]=[CH:20][C:21]=3[O:24][C:25]3[CH:30]=[CH:29][C:28]([N+:31]([O-])=O)=[CH:27][C:26]=3[F:34])[CH:16]=2)=[O:14])[CH2:10]1)([C:4]([CH3:7])([CH3:6])[CH3:5])([CH3:3])[CH3:2].[BH4-].[Na+].C(N(CC(O)=O)CC(O)=O)CN(CC(O)=O)CC(O)=O. Product: [NH2:31][C:28]1[CH:29]=[CH:30][C:25]([O:24][C:21]2[CH:20]=[CH:19][N:18]=[C:17]3[CH:16]=[C:15]([C:13]([N:11]4[CH2:12][CH:9]([O:8][Si:1]([C:4]([CH3:5])([CH3:6])[CH3:7])([CH3:3])[CH3:2])[CH2:10]4)=[O:14])[S:23][C:22]=23)=[C:26]([F:34])[CH:27]=1. The catalyst class is: 92.